This data is from Reaction yield outcomes from USPTO patents with 853,638 reactions. The task is: Predict the reaction yield, written as a fraction of the theoretical maximum amount of product (1.0 means a 100% yield; for example, 0.34 means a 34% yield). (1) The reactants are [O-:1][N+:2]1[C:7]2[CH:8]=[CH:9][CH:10]=[CH:11][C:6]=2[N+:5]([O-:12])=[C:4]([CH2:13][CH2:14][CH2:15][N:16]([CH3:21])[CH2:17][CH2:18][CH2:19][NH2:20])[N:3]=1.N1([C:27]([C:29]2[C:42]3[C:33](=[CH:34][C:35]4[C:40]([N:41]=3)=[CH:39][CH:38]=[CH:37][CH:36]=4)[CH:32]=[CH:31][CH:30]=2)=[O:28])C=CN=C1. The catalyst is C1COCC1. The product is [O-:1][N+:2]1[C:7]2[CH:8]=[CH:9][CH:10]=[CH:11][C:6]=2[N+:5]([O-:12])=[C:4]([CH2:13][CH2:14][CH2:15][N:16]([CH3:21])[CH2:17][CH2:18][CH2:19][NH:20][C:27]([C:29]2[C:42]3[C:33](=[CH:34][C:35]4[C:40]([N:41]=3)=[CH:39][CH:38]=[CH:37][CH:36]=4)[CH:32]=[CH:31][CH:30]=2)=[O:28])[N:3]=1. The yield is 0.400. (2) The reactants are [Br:1][C:2]1[C:3]([Cl:20])=[C:4]2[C:10](I)=[CH:9][N:8]([CH2:12][O:13][CH2:14][CH2:15][Si:16]([CH3:19])([CH3:18])[CH3:17])[C:5]2=[N:6][CH:7]=1.[CH3:21][O:22][C:23]1[CH:28]=[CH:27][CH:26]=[CH:25][C:24]=1B(O)O.C([O-])([O-])=O.[Na+].[Na+].S([O-])([O-])(=O)=O.[Na+].[Na+]. The catalyst is C(#N)C.Cl[Pd](Cl)([P](C1C=CC=CC=1)(C1C=CC=CC=1)C1C=CC=CC=1)[P](C1C=CC=CC=1)(C1C=CC=CC=1)C1C=CC=CC=1.C1COCC1. The product is [Br:1][C:2]1[C:3]([Cl:20])=[C:4]2[C:10]([C:24]3[CH:25]=[CH:26][CH:27]=[CH:28][C:23]=3[O:22][CH3:21])=[CH:9][N:8]([CH2:12][O:13][CH2:14][CH2:15][Si:16]([CH3:19])([CH3:18])[CH3:17])[C:5]2=[N:6][CH:7]=1. The yield is 0.510. (3) The reactants are [C:1]([C:5]1[CH:15]=[CH:14][C:8]([O:9][CH2:10][C:11]([OH:13])=O)=[CH:7][C:6]=1[F:16])([CH3:4])([CH3:3])[CH3:2].Cl.C(N=C=NCCCN(C)C)C.Cl.[NH2:30][CH2:31][C:32]1[CH:37]=[CH:36][C:35]([NH:38][S:39]([CH3:42])(=[O:41])=[O:40])=[C:34]([CH3:43])[CH:33]=1. The catalyst is CN(C)C1C=CN=CC=1.C(N(CC)CC)C. The product is [C:1]([C:5]1[CH:15]=[CH:14][C:8]([O:9][CH2:10][C:11]([NH:30][CH2:31][C:32]2[CH:37]=[CH:36][C:35]([NH:38][S:39]([CH3:42])(=[O:41])=[O:40])=[C:34]([CH3:43])[CH:33]=2)=[O:13])=[CH:7][C:6]=1[F:16])([CH3:2])([CH3:3])[CH3:4]. The yield is 0.170. (4) The reactants are FC1C=C2C(C(C3C=CC(N4CCC(N)CC4)=NC=3)=CN2)=CC=1.[F:24][C:25]1[CH:33]=[C:32]2[C:28]([C:29]([C:34]3[CH:35]=[CH:36][C:37]([NH:40][C:41]([CH:43]4[CH2:48][CH2:47][N:46](C(OC(C)(C)C)=O)[CH2:45][CH2:44]4)=[O:42])=[N:38][CH:39]=3)=[CH:30][NH:31]2)=[CH:27][CH:26]=1. No catalyst specified. The product is [F:24][C:25]1[CH:33]=[C:32]2[C:28]([C:29]([C:34]3[CH:35]=[CH:36][C:37]([NH:40][C:41]([CH:43]4[CH2:48][CH2:47][NH:46][CH2:45][CH2:44]4)=[O:42])=[N:38][CH:39]=3)=[CH:30][NH:31]2)=[CH:27][CH:26]=1. The yield is 0.810. (5) The reactants are [OH:1][C:2]1[CH:7]=[CH:6][C:5]([N:8]2[C:13](=[O:14])[C:12]([CH2:15][C:16]3[CH:21]=[CH:20][C:19]([C:22]4[C:23]([C:28]#[N:29])=[CH:24][CH:25]=[CH:26][CH:27]=4)=[CH:18][CH:17]=3)=[C:11]([CH2:30][CH2:31][CH3:32])[N:10]=[C:9]2[CH3:33])=[CH:4][CH:3]=1.[O:34]1[CH2:38][CH2:37][CH:36](O)[CH2:35]1.C1(P(C2C=CC=CC=2)C2C=CC=CC=2)C=CC=CC=1.[N:60]([C:61]([O:63]C(C)C)=[O:62])=[N:60][C:61]([O:63]C(C)C)=[O:62]. The catalyst is O1CCCC1.O.C(OCC)(=O)C. The product is [CH3:33][C:9]1[N:8]([C:5]2[CH:4]=[CH:3][C:2]([O:1][CH:36]3[CH2:37][CH2:38][O:34][CH2:35]3)=[CH:7][CH:6]=2)[C:13](=[O:14])[C:12]([CH2:15][C:16]2[CH:21]=[CH:20][C:19]([C:22]3[CH:27]=[CH:26][CH:25]=[CH:24][C:23]=3[C:28]3[NH:60][C:61](=[O:62])[O:63][N:29]=3)=[CH:18][CH:17]=2)=[C:11]([CH2:30][CH2:31][CH3:32])[N:10]=1. The yield is 0.530. (6) The reactants are [OH:1][C:2]1[C:10]2[O:9][C:8]([C:11]([O:13][CH3:14])=[O:12])=[CH:7][C:6]=2[CH:5]=[C:4]([N+:15]([O-:17])=[O:16])[CH:3]=1.C(=O)([O-])[O-].[K+].[K+].I[CH2:25][CH2:26][CH3:27].O. The catalyst is CN(C)C=O. The product is [CH2:25]([O:1][C:2]1[C:10]2[O:9][C:8]([C:11]([O:13][CH3:14])=[O:12])=[CH:7][C:6]=2[CH:5]=[C:4]([N+:15]([O-:17])=[O:16])[CH:3]=1)[CH2:26][CH3:27]. The yield is 0.943. (7) The reactants are [F:1][C:2]1[CH:3]=[C:4]([NH2:23])[CH:5]=[CH:6][C:7]=1[O:8][C:9]1[CH:14]=[CH:13][N:12]=[CH:11][C:10]=1[C:15]#[C:16][C:17]1[CH:18]=[N:19][CH:20]=[CH:21][CH:22]=1.[F:24][C:25]1[CH:30]=[CH:29][C:28]([CH2:31][C:32]([N:34]=[C:35]=[O:36])=[O:33])=[CH:27][CH:26]=1.COC1C=CC(CNC2N=CN=C(OC3C=CC(NC(NC(=O)CC4C=CC(F)=CC=4)=O)=CC=3F)C=2)=CC=1.[ClH:75]. No catalyst specified. The product is [ClH:75].[ClH:75].[F:1][C:2]1[CH:3]=[C:4]([NH:23][C:35]([NH:34][C:32](=[O:33])[CH2:31][C:28]2[CH:29]=[CH:30][C:25]([F:24])=[CH:26][CH:27]=2)=[O:36])[CH:5]=[CH:6][C:7]=1[O:8][C:9]1[CH:14]=[CH:13][N:12]=[CH:11][C:10]=1[C:15]#[C:16][C:17]1[CH:18]=[N:19][CH:20]=[CH:21][CH:22]=1. The yield is 0.380. (8) The reactants are [CH3:1][S:2][C:3]1[C:13]2[O:12][C:11]3[CH:14]=[CH:15][CH:16]=[CH:17][C:10]=3[N:9]=[C:8]([C:18]3[CH:27]=[CH:26][C:21]([C:22]([O:24][CH3:25])=[O:23])=[CH:20][CH:19]=3)[C:7]=2[CH:6]=[CH:5][CH:4]=1.I(O)(=O)(=O)=[O:29]. The product is [CH3:1][S:2]([C:3]1[C:13]2[O:12][C:11]3[CH:14]=[CH:15][CH:16]=[CH:17][C:10]=3[N:9]=[C:8]([C:18]3[CH:19]=[CH:20][C:21]([C:22]([O:24][CH3:25])=[O:23])=[CH:26][CH:27]=3)[C:7]=2[CH:6]=[CH:5][CH:4]=1)=[O:29]. The yield is 0.570. The catalyst is C(#N)C.[Fe](Cl)(Cl)Cl. (9) The reactants are [C:1]([NH:5][S:6]([C:9]1[CH:10]=[N:11][CH:12]=[C:13]([C:15]2[C:24]3[C:19](=[C:20]([C:25]4[CH:30]=[CH:29][CH:28]=[CH:27][CH:26]=4)[CH:21]=[CH:22][CH:23]=3)[C:18](Cl)=[N:17][C:16]=2[Cl:32])[CH:14]=1)(=[O:8])=[O:7])([CH3:4])([CH3:3])[CH3:2].[CH3:33][CH:34]([NH2:41])[C:35]1[CH:40]=[CH:39][CH:38]=[CH:37][CH:36]=1. The catalyst is O1CCOCC1.C(=O)(O)[O-].[Na+]. The product is [C:1]([NH:5][S:6]([C:9]1[CH:10]=[N:11][CH:12]=[C:13]([C:15]2[C:24]3[C:19](=[C:20]([C:25]4[CH:30]=[CH:29][CH:28]=[CH:27][CH:26]=4)[CH:21]=[CH:22][CH:23]=3)[C:18]([NH:41][CH:34]([C:35]3[CH:40]=[CH:39][CH:38]=[CH:37][CH:36]=3)[CH3:33])=[N:17][C:16]=2[Cl:32])[CH:14]=1)(=[O:7])=[O:8])([CH3:3])([CH3:4])[CH3:2]. The yield is 0.630. (10) The reactants are [CH:1]([C:4]1[CH:9]=[CH:8][C:7]([NH:10][C:11](=[O:22])[O:12][C:13]2[CH:14]=[C:15]3[C:19](=[CH:20][CH:21]=2)[NH:18][CH2:17][CH2:16]3)=[CH:6][CH:5]=1)([CH3:3])[CH3:2].FC(F)(F)S(O[C:29]1[CH:34]=[CH:33][CH:32]=[CH:31][C:30]=1[Si](C)(C)C)(=O)=O.[F-].[Cs+]. The catalyst is C(#N)C.C(OCC)(=O)C. The product is [CH:1]([C:4]1[CH:5]=[CH:6][C:7]([NH:10][C:11](=[O:22])[O:12][C:13]2[CH:14]=[C:15]3[C:19](=[CH:20][CH:21]=2)[N:18]([C:29]2[CH:34]=[CH:33][CH:32]=[CH:31][CH:30]=2)[CH2:17][CH2:16]3)=[CH:8][CH:9]=1)([CH3:3])[CH3:2]. The yield is 0.0800.